Predict the reactants needed to synthesize the given product. From a dataset of Full USPTO retrosynthesis dataset with 1.9M reactions from patents (1976-2016). (1) Given the product [N:30]1[S:31][N:32]=[C:33]2[C:38]([NH:39][C:16]([C@@H:9]3[CH2:10][C:11](=[N:13][O:14][CH3:15])[CH2:12][N:8]3[C:6]([NH:26][C:24]3[CH:25]=[C:20]([Cl:19])[CH:21]=[C:22]([Cl:29])[CH:23]=3)=[O:7])=[O:18])=[CH:37][CH:36]=[CH:35][C:34]=12, predict the reactants needed to synthesize it. The reactants are: C(O[C:6]([N:8]1[CH2:12][C:11](=[N:13][O:14][CH3:15])[CH2:10][C@H:9]1[C:16]([OH:18])=O)=[O:7])(C)(C)C.[Cl:19][C:20]1[CH:25]=[C:24]([N:26]=C=O)[CH:23]=[C:22]([Cl:29])[CH:21]=1.[N:30]1[S:31][N:32]=[C:33]2[C:38]([NH2:39])=[CH:37][CH:36]=[CH:35][C:34]=12. (2) Given the product [CH2:42]([N:41]([CH2:49][CH3:50])[C:39]([C:36]1[NH:35][C:34]([C:22]2[C:21]3[C:25](=[CH:26][CH:27]=[C:19]([C:16]4[C:17]([CH3:18])=[C:12]([CH2:11][N:3]([CH2:1][CH3:2])[C:4](=[O:10])[O:5][C:6]([CH3:8])([CH3:9])[CH3:7])[CH:13]=[N:14][CH:15]=4)[CH:20]=3)[N:24]([CH:28]3[CH2:33][CH2:32][CH2:31][CH2:30][O:29]3)[N:23]=2)=[N:38][CH:37]=1)=[O:40])[CH3:43], predict the reactants needed to synthesize it. The reactants are: [CH2:1]([N:3]([CH2:11][C:12]1[CH:13]=[N:14][CH:15]=[C:16]([C:19]2[CH:20]=[C:21]3[C:25](=[CH:26][CH:27]=2)[N:24]([CH:28]2[CH2:33][CH2:32][CH2:31][CH2:30][O:29]2)[N:23]=[C:22]3[C:34]2[NH:35][C:36]([C:39]([NH:41][CH2:42][C:43]3C=NC=CC=3)=[O:40])=[CH:37][N:38]=2)[C:17]=1[CH3:18])[C:4](=[O:10])[O:5][C:6]([CH3:9])([CH3:8])[CH3:7])[CH3:2].[C:49](OC(N(CC1C(C)=C(C2C=C3C(=CC=2)N(C2CCCCO2)N=C3C2NC(C(O)=O)=CN=2)C=NC=1)CC)=O)(C)(C)[CH3:50].CCN(CC)CC.C(NCC)C.CN(C(ON1N=NC2C=CC=NC1=2)=[N+](C)C)C.F[P-](F)(F)(F)(F)F. (3) Given the product [Cl:1][C:2]1[N:3]=[C:4]([N:22]2[CH2:27][CH2:26][CH:25]([CH2:28][NH:29][C:30](=[O:36])[O:31][C:32]([CH3:35])([CH3:34])[CH3:33])[CH2:24][CH2:23]2)[C:5]2[C:10]([C:44]#[N:45])=[CH:9][N:8]([S:12]([C:15]3[CH:21]=[CH:20][C:18]([CH3:19])=[CH:17][CH:16]=3)(=[O:14])=[O:13])[C:6]=2[N:7]=1, predict the reactants needed to synthesize it. The reactants are: [Cl:1][C:2]1[N:3]=[C:4]([N:22]2[CH2:27][CH2:26][CH:25]([CH2:28][NH:29][C:30](=[O:36])[O:31][C:32]([CH3:35])([CH3:34])[CH3:33])[CH2:24][CH2:23]2)[C:5]2[C:10](I)=[CH:9][N:8]([S:12]([C:15]3[CH:21]=[CH:20][C:18]([CH3:19])=[CH:17][CH:16]=3)(=[O:14])=[O:13])[C:6]=2[N:7]=1.O.CCOC(C)=O.[CH3:44][N:45](C=O)C. (4) Given the product [C:11]([CH:10]([C:7]1[CH:8]=[CH:9][C:4]([F:3])=[CH:5][CH:6]=1)[C:13]([O:14][CH2:15][CH3:16])=[O:17])#[N:12], predict the reactants needed to synthesize it. The reactants are: [H-].[Na+].[F:3][C:4]1[CH:9]=[CH:8][C:7]([CH2:10][C:11]#[N:12])=[CH:6][CH:5]=1.[C:13](=O)([O:17]CC)[O:14][CH2:15][CH3:16]. (5) Given the product [CH:23]1([N:15]([C@H:16]2[CH2:21][CH2:20][C@H:19]([CH3:22])[CH2:18][CH2:17]2)[C:13](=[O:14])[NH:12][C:10]2[S:11][C:7]([S:6][CH2:5][C:4]([OH:30])=[O:3])=[CH:8][N:9]=2)[CH2:24][CH2:25][CH2:26][CH2:27][CH2:28][CH2:29]1, predict the reactants needed to synthesize it. The reactants are: C([O:3][C:4](=[O:30])[CH2:5][S:6][C:7]1[S:11][C:10]([NH:12][C:13]([N:15]([CH:23]2[CH2:29][CH2:28][CH2:27][CH2:26][CH2:25][CH2:24]2)[C@H:16]2[CH2:21][CH2:20][C@H:19]([CH3:22])[CH2:18][CH2:17]2)=[O:14])=[N:9][CH:8]=1)C.C1(N[C@H]2CC[C@H](C)CC2)CCCCCC1.NC1SC=NC=1.C(OC(=O)CS)C. (6) Given the product [CH:27]1([C:2]2[N:7]=[C:6]([N:8]3[CH2:12][CH2:11][C:10]([F:13])([F:14])[CH2:9]3)[C:5]3[CH:15]=[N:16][N:17]([CH2:18][C:19]4[CH:20]=[CH:21][C:22]([O:25][CH3:26])=[CH:23][CH:24]=4)[C:4]=3[CH:3]=2)[CH2:29][CH2:28]1, predict the reactants needed to synthesize it. The reactants are: Cl[C:2]1[N:7]=[C:6]([N:8]2[CH2:12][CH2:11][C:10]([F:14])([F:13])[CH2:9]2)[C:5]2[CH:15]=[N:16][N:17]([CH2:18][C:19]3[CH:24]=[CH:23][C:22]([O:25][CH3:26])=[CH:21][CH:20]=3)[C:4]=2[CH:3]=1.[CH:27]1([B-](F)(F)F)[CH2:29][CH2:28]1.[K+].C(=O)([O-])[O-].[Cs+].[Cs+].C(P(C12CC3CC(CC(C3)C1)C2)C12CC3CC(CC(C3)C1)C2)CCC.